This data is from Peptide-MHC class II binding affinity with 134,281 pairs from IEDB. The task is: Regression. Given a peptide amino acid sequence and an MHC pseudo amino acid sequence, predict their binding affinity value. This is MHC class II binding data. (1) The peptide sequence is RVIRGKKGAGGITIK. The MHC is DRB3_0101 with pseudo-sequence DRB3_0101. The binding affinity (normalized) is 0.0289. (2) The peptide sequence is KNLYDHALMSIISTF. The binding affinity (normalized) is 0.386. The MHC is DRB1_0901 with pseudo-sequence DRB1_0901. (3) The peptide sequence is ADYLRMWIQAATVMS. The MHC is DRB1_0301 with pseudo-sequence DRB1_0301. The binding affinity (normalized) is 0.160. (4) The peptide sequence is LHRVVLLESIAQFGD. The MHC is DRB1_1501 with pseudo-sequence DRB1_1501. The binding affinity (normalized) is 0.558. (5) The peptide sequence is KKPTGKVTLEADVILPI. The MHC is DRB1_0404 with pseudo-sequence DRB1_0404. The binding affinity (normalized) is 0.368. (6) The peptide sequence is GKAGCQTYKWETFLT. The MHC is DRB5_0101 with pseudo-sequence DRB5_0101. The binding affinity (normalized) is 0.184.